This data is from Forward reaction prediction with 1.9M reactions from USPTO patents (1976-2016). The task is: Predict the product of the given reaction. Given the reactants [NH2:1][C:2]1[CH:10]=[C:9]([CH3:11])[C:8]2[N:7](C(OC(C)(C)C)=O)[C@H:6]3[CH2:19][CH2:20][N:21](C(OC(C)(C)C)=O)[CH2:22][C@H:5]3[C:4]=2[CH:3]=1.Br[C:31]1[CH:36]=[CH:35][C:34]([Cl:37])=[C:33]([Cl:38])[CH:32]=1, predict the reaction product. The product is: [Cl:37][C:34]1[CH:35]=[C:36]([NH:1][C:2]2[CH:10]=[C:9]([CH3:11])[C:8]3[NH:7][C@H:6]4[CH2:19][CH2:20][NH:21][CH2:22][C@H:5]4[C:4]=3[CH:3]=2)[CH:31]=[CH:32][C:33]=1[Cl:38].